Task: Predict the reaction yield, written as a fraction of the theoretical maximum amount of product (1.0 means a 100% yield; for example, 0.34 means a 34% yield).. Dataset: Buchwald-Hartwig C-N cross coupling reaction yields with 55,370 reactions (1) The reactants are FC(F)(F)c1ccc(Br)cc1.Cc1ccc(N)cc1.O=S(=O)(O[Pd]1c2ccccc2-c2ccccc2N~1)C(F)(F)F.COc1ccc(OC)c(P([C@]23C[C@H]4C[C@H](C[C@H](C4)C2)C3)[C@]23C[C@H]4C[C@H](C[C@H](C4)C2)C3)c1-c1c(C(C)C)cc(C(C)C)cc1C(C)C.CN1CCCN2CCCN=C12.COC(=O)c1cc(-c2ccco2)on1. The product is Cc1ccc(Nc2ccc(C(F)(F)F)cc2)cc1. The yield is 0.296. No catalyst specified. (2) The reactants are Ic1ccccn1.Cc1ccc(N)cc1.O=S(=O)(O[Pd]1c2ccccc2-c2ccccc2N~1)C(F)(F)F.COc1ccc(OC)c(P([C@]23C[C@H]4C[C@H](C[C@H](C4)C2)C3)[C@]23C[C@H]4C[C@H](C[C@H](C4)C2)C3)c1-c1c(C(C)C)cc(C(C)C)cc1C(C)C.CN(C)C(=NC(C)(C)C)N(C)C.Cc1ccno1. No catalyst specified. The product is Cc1ccc(Nc2ccccn2)cc1. The yield is 0.463. (3) The reactants are COc1ccc(Br)cc1.Cc1ccc(N)cc1.O=S(=O)(O[Pd]1c2ccccc2-c2ccccc2N~1)C(F)(F)F.CC(C)c1cc(C(C)C)c(-c2ccccc2P(C(C)(C)C)C(C)(C)C)c(C(C)C)c1.CCN=P(N=P(N(C)C)(N(C)C)N(C)C)(N(C)C)N(C)C.Fc1cccc(F)c1-c1ccno1. No catalyst specified. The product is COc1ccc(Nc2ccc(C)cc2)cc1. The yield is 0.159. (4) The reactants are Ic1cccnc1.Cc1ccc(N)cc1.O=S(=O)(O[Pd]1c2ccccc2-c2ccccc2N~1)C(F)(F)F.COc1ccc(OC)c(P([C@]23C[C@H]4C[C@H](C[C@H](C4)C2)C3)[C@]23C[C@H]4C[C@H](C[C@H](C4)C2)C3)c1-c1c(C(C)C)cc(C(C)C)cc1C(C)C.CN1CCCN2CCCN=C12.Cc1cc(C)on1. No catalyst specified. The product is Cc1ccc(Nc2cccnc2)cc1. The yield is 0.921. (5) The reactants are COc1ccc(I)cc1.Cc1ccc(N)cc1.O=S(=O)(O[Pd]1c2ccccc2-c2ccccc2N~1)C(F)(F)F.COc1ccc(OC)c(P([C@]23C[C@H]4C[C@H](C[C@H](C4)C2)C3)[C@]23C[C@H]4C[C@H](C[C@H](C4)C2)C3)c1-c1c(C(C)C)cc(C(C)C)cc1C(C)C.CN(C)C(=NC(C)(C)C)N(C)C.c1ccc(CN(Cc2ccccc2)c2ccon2)cc1. No catalyst specified. The product is COc1ccc(Nc2ccc(C)cc2)cc1. The yield is 0.596. (6) The reactants are COc1ccc(Cl)cc1.Cc1ccc(N)cc1.O=S(=O)(O[Pd]1c2ccccc2-c2ccccc2N~1)C(F)(F)F.COc1ccc(OC)c(P([C@]23C[C@H]4C[C@H](C[C@H](C4)C2)C3)[C@]23C[C@H]4C[C@H](C[C@H](C4)C2)C3)c1-c1c(C(C)C)cc(C(C)C)cc1C(C)C.CN(C)C(=NC(C)(C)C)N(C)C.c1ccc(-c2ccno2)cc1. No catalyst specified. The product is COc1ccc(Nc2ccc(C)cc2)cc1. The yield is 0. (7) The reactants are COc1ccc(Cl)cc1.Cc1ccc(N)cc1.O=S(=O)(O[Pd]1c2ccccc2-c2ccccc2N~1)C(F)(F)F.CC(C)c1cc(C(C)C)c(-c2ccccc2P(C2CCCCC2)C2CCCCC2)c(C(C)C)c1.CN(C)C(=NC(C)(C)C)N(C)C.Cc1cc(C)on1. No catalyst specified. The product is COc1ccc(Nc2ccc(C)cc2)cc1. The yield is 0.00542.